The task is: Predict the reactants needed to synthesize the given product.. This data is from Full USPTO retrosynthesis dataset with 1.9M reactions from patents (1976-2016). (1) Given the product [F:30][C:31]1[CH:36]=[CH:35][C:34]([C:2]2[CH:3]=[C:4]([NH:9][C:10]3[N:15]=[CH:14][C:13]([N:16]4[CH2:21][CH2:20][N:19]([C:22]([O:24][C:25]([CH3:28])([CH3:27])[CH3:26])=[O:23])[CH2:18][C:17]4=[O:29])=[CH:12][CH:11]=3)[C:5](=[O:8])[NH:6][N:7]=2)=[CH:33][C:32]=1[NH:46][C:47]([C:49]1[S:53][C:52]2[CH2:54][CH2:55][CH2:56][CH2:57][C:51]=2[CH:50]=1)=[O:48], predict the reactants needed to synthesize it. The reactants are: Cl[C:2]1[CH:3]=[C:4]([NH:9][C:10]2[N:15]=[CH:14][C:13]([N:16]3[CH2:21][CH2:20][N:19]([C:22]([O:24][C:25]([CH3:28])([CH3:27])[CH3:26])=[O:23])[CH2:18][C:17]3=[O:29])=[CH:12][CH:11]=2)[C:5](=[O:8])[NH:6][N:7]=1.[F:30][C:31]1[CH:36]=[CH:35][C:34](B2OC(C)(C)C(C)(C)O2)=[CH:33][C:32]=1[NH:46][C:47]([C:49]1[S:53][C:52]2[CH2:54][CH2:55][CH2:56][CH2:57][C:51]=2[CH:50]=1)=[O:48].C(=O)([O-])[O-].[Na+].[Na+].Cl. (2) Given the product [N:1]1([CH2:7][C@@H:8]2[CH2:17][C:16]3[C:11](=[CH:12][CH:13]=[CH:14][CH:15]=3)[CH2:10][NH:9]2)[CH2:6][CH2:5][O:4][CH2:3][CH2:2]1, predict the reactants needed to synthesize it. The reactants are: [N:1]1([CH2:7][C@@H:8]2[CH2:17][C:16]3[C:11](=[CH:12][CH:13]=[CH:14][CH:15]=3)[CH2:10][N:9]2C(OCC2C=CC=CC=2)=O)[CH2:6][CH2:5][O:4][CH2:3][CH2:2]1.[H][H]. (3) Given the product [OH2:3].[Cl:6][C:7]1[CH:12]=[CH:11][C:10]([C:13]2[NH:14][N:15]=[C:16]([N:24]3[CH2:29][CH2:28][N:27]([C:2]([O:4][CH3:5])=[O:3])[CH2:26][CH2:25]3)[C:17]=2[C:18]2[CH:23]=[CH:22][N:21]=[CH:20][CH:19]=2)=[CH:9][CH:8]=1, predict the reactants needed to synthesize it. The reactants are: Cl[C:2]([O:4][CH3:5])=[O:3].[Cl:6][C:7]1[CH:12]=[CH:11][C:10]([C:13]2[C:17]([C:18]3[CH:23]=[CH:22][N:21]=[CH:20][CH:19]=3)=[C:16]([N:24]3[CH2:29][CH2:28][NH:27][CH2:26][CH2:25]3)[NH:15][N:14]=2)=[CH:9][CH:8]=1. (4) The reactants are: Cl[C:2]1[N:7]=[C:6]([C:8]2[S:12][C:11]([NH:13][CH2:14][CH3:15])=[N:10][C:9]=2[C:16]2[CH:21]=[C:20]([O:22][CH3:23])[CH:19]=[C:18]([CH3:24])[CH:17]=2)[CH:5]=[CH:4][N:3]=1.[NH2:25][C:26]1[CH:27]=[CH:28][C:29]([N:36]2[CH2:41][CH2:40][O:39][CH2:38][CH2:37]2)=[C:30]([CH:35]=1)[C:31]([O:33]C)=[O:32]. Given the product [CH2:14]([NH:13][C:11]1[S:12][C:8]([C:6]2[CH:5]=[CH:4][N:3]=[C:2]([NH:25][C:26]3[CH:27]=[CH:28][C:29]([N:36]4[CH2:37][CH2:38][O:39][CH2:40][CH2:41]4)=[C:30]([CH:35]=3)[C:31]([OH:33])=[O:32])[N:7]=2)=[C:9]([C:16]2[CH:21]=[C:20]([O:22][CH3:23])[CH:19]=[C:18]([CH3:24])[CH:17]=2)[N:10]=1)[CH3:15], predict the reactants needed to synthesize it. (5) Given the product [NH2:10][C:11]1[C:20]2[N:21]=[C:22]([CH2:27][CH2:28][CH2:29][CH3:30])[N:23]([CH2:24][CH2:25][NH:26][C:7]([CH:1]3[CH2:6][CH2:5][CH2:4][CH2:3][CH2:2]3)=[O:8])[C:19]=2[C:18]2[N:17]=[CH:16][CH:15]=[CH:14][C:13]=2[N:12]=1, predict the reactants needed to synthesize it. The reactants are: [CH:1]1([C:7](Cl)=[O:8])[CH2:6][CH2:5][CH2:4][CH2:3][CH2:2]1.[NH2:10][C:11]1[C:20]2[N:21]=[C:22]([CH2:27][CH2:28][CH2:29][CH3:30])[N:23]([CH2:24][CH2:25][NH2:26])[C:19]=2[C:18]2[N:17]=[CH:16][CH:15]=[CH:14][C:13]=2[N:12]=1.